From a dataset of Reaction yield outcomes from USPTO patents with 853,638 reactions. Predict the reaction yield, written as a fraction of the theoretical maximum amount of product (1.0 means a 100% yield; for example, 0.34 means a 34% yield). (1) The reactants are [CH3:1][O:2][C:3]([C:5]1[C:9]([NH:10][S:11]([C:14]2[CH:19]=[CH:18][C:17]([O:20][CH3:21])=[CH:16][CH:15]=2)(=[O:13])=[O:12])=[CH:8][S:7][CH:6]=1)=[O:4].[Br:22]N1C(=O)CCC1=O. The catalyst is C(O)(=O)C.C(Cl)(Cl)Cl.CCOCC. The product is [CH3:1][O:2][C:3]([C:5]1[C:9]([NH:10][S:11]([C:14]2[CH:19]=[CH:18][C:17]([O:20][CH3:21])=[CH:16][CH:15]=2)(=[O:13])=[O:12])=[C:8]([Br:22])[S:7][CH:6]=1)=[O:4]. The yield is 0.810. (2) The reactants are C([N:8]1[CH2:13][CH2:12][N:11]([CH2:14][C:15]2[N:24]=[C:23]([O:25][CH2:26][CH2:27][CH2:28][N:29]([CH3:31])[CH3:30])[C:22]3[C:17](=[CH:18][CH:19]=[CH:20][CH:21]=3)[N:16]=2)[CH2:10][CH2:9]1)C1C=CC=CC=1.C([O-])=O.[NH4+]. The catalyst is CO.[Pd]. The product is [CH3:31][N:29]([CH3:30])[CH2:28][CH2:27][CH2:26][O:25][C:23]1[C:22]2[C:17](=[CH:18][CH:19]=[CH:20][CH:21]=2)[N:16]=[C:15]([CH2:14][N:11]2[CH2:10][CH2:9][NH:8][CH2:13][CH2:12]2)[N:24]=1. The yield is 0.700. (3) The reactants are [Cl:1][C:2]1[CH:3]=[CH:4][C:5]([OH:8])=[N:6][CH:7]=1.[H-].[Na+].Br[CH2:12][C:13]1[CH:22]=[C:21]2[C:16]([CH:17]=[C:18]([C:27]([O:29][CH2:30][CH3:31])=[O:28])[CH:19]([C:23]([F:26])([F:25])[F:24])[O:20]2)=[CH:15][C:14]=1[Cl:32]. No catalyst specified. The product is [Cl:32][C:14]1[CH:15]=[C:16]2[C:21](=[CH:22][C:13]=1[CH2:12][N:6]1[CH:7]=[C:2]([Cl:1])[CH:3]=[CH:4][C:5]1=[O:8])[O:20][CH:19]([C:23]([F:26])([F:25])[F:24])[C:18]([C:27]([O:29][CH2:30][CH3:31])=[O:28])=[CH:17]2. The yield is 0.380. (4) The reactants are [OH:1][C:2]1[CH:25]=[CH:24][CH:23]=[CH:22][C:3]=1[C:4]([NH:6][CH:7]([CH3:21])[CH:8]([NH:10]C(=O)OCC1C=CC=CC=1)[CH3:9])=[O:5]. The catalyst is CO.[Pd]. The product is [NH2:10][CH:8]([CH3:9])[CH:7]([NH:6][C:4](=[O:5])[C:3]1[CH:22]=[CH:23][CH:24]=[CH:25][C:2]=1[OH:1])[CH3:21]. The yield is 0.860.